This data is from Forward reaction prediction with 1.9M reactions from USPTO patents (1976-2016). The task is: Predict the product of the given reaction. The product is: [CH3:9][C:10]1[C:11]([OH:19])=[C:12]([CH3:18])[C:13]([CH3:17])=[C:14]([CH:16]=1)[OH:15]. Given the reactants C(O)(=O)C.C(O)(=O)C.[CH3:9][C:10]1[C:11]([OH:19])=[C:12]([CH3:18])[C:13]([CH3:17])=[C:14]([CH:16]=1)[OH:15].C(OC1C=C(C)C(O)=C(C)C=1C)(=O)C.C(OC1C(C)=CC(O)=C(C)C=1C)(=O)C.CC1C(=O)C(C)(C)CC(=O)C=1.S(=O)(=O)(O)O, predict the reaction product.